From a dataset of Full USPTO retrosynthesis dataset with 1.9M reactions from patents (1976-2016). Predict the reactants needed to synthesize the given product. (1) Given the product [NH2:12][C:3]1[C:4]([N+:9]([O-:11])=[O:10])=[CH:5][C:6]([OH:8])=[CH:7][C:2]=1[Cl:1], predict the reactants needed to synthesize it. The reactants are: [Cl:1][C:2]1[CH:7]=[C:6]([OH:8])[CH:5]=[C:4]([N+:9]([O-:11])=[O:10])[C:3]=1[NH:12]C(=O)C. (2) Given the product [CH:32]([NH:34][C:35]1[S:36][CH:37]=[C:38]([CH2:40][C:41]([N:4]2[CH2:5][CH2:6][N:1]([C:7]3[CH:8]=[CH:9][C:10]([NH:13][C:14]([C:16]4[CH2:21][CH2:20][CH2:19][CH2:18][C:17]=4[C:22]4[CH:23]=[CH:24][C:25]([C:28]([F:29])([F:31])[F:30])=[CH:26][CH:27]=4)=[O:15])=[CH:11][CH:12]=3)[CH2:2][CH2:3]2)=[O:42])[N:39]=1)=[O:33], predict the reactants needed to synthesize it. The reactants are: [N:1]1([C:7]2[CH:12]=[CH:11][C:10]([NH:13][C:14]([C:16]3[CH2:21][CH2:20][CH2:19][CH2:18][C:17]=3[C:22]3[CH:27]=[CH:26][C:25]([C:28]([F:31])([F:30])[F:29])=[CH:24][CH:23]=3)=[O:15])=[CH:9][CH:8]=2)[CH2:6][CH2:5][NH:4][CH2:3][CH2:2]1.[CH:32]([NH:34][C:35]1[S:36][CH:37]=[C:38]([CH2:40][C:41](O)=[O:42])[N:39]=1)=[O:33].ON1C2C=CC=CC=2N=N1.Cl.CN(C)CCCN=C=NCC. (3) Given the product [F:18][C:19]1[CH:27]=[C:26]([F:28])[CH:25]=[C:24]([F:29])[C:20]=1[C:21]([NH:8][C:7]1[CH:6]=[CH:5][CH:4]=[C:3]([N:9]([CH3:17])[CH:10]2[CH2:15][CH2:14][N:13]([CH3:16])[CH2:12][CH2:11]2)[C:2]=1[F:1])=[O:22], predict the reactants needed to synthesize it. The reactants are: [F:1][C:2]1[C:7]([NH2:8])=[CH:6][CH:5]=[CH:4][C:3]=1[N:9]([CH3:17])[CH:10]1[CH2:15][CH2:14][N:13]([CH3:16])[CH2:12][CH2:11]1.[F:18][C:19]1[CH:27]=[C:26]([F:28])[CH:25]=[C:24]([F:29])[C:20]=1[C:21](Cl)=[O:22]. (4) Given the product [CH2:1]([O:8][C:9]1[CH:18]=[C:17]2[C:12]([CH:13]([C:19]([N:31]([CH2:30][C:27]3[CH:26]=[CH:25][C:24]([N:23]([CH3:41])[CH3:22])=[CH:29][CH:28]=3)[C:32]3[CH:33]=[CH:34][C:35]([CH:38]([CH3:40])[CH3:39])=[CH:36][CH:37]=3)=[O:21])[CH2:14][CH2:15][O:16]2)=[CH:11][CH:10]=1)[C:2]1[CH:3]=[CH:4][CH:5]=[CH:6][CH:7]=1, predict the reactants needed to synthesize it. The reactants are: [CH2:1]([O:8][C:9]1[CH:18]=[C:17]2[C:12]([CH:13]([C:19]([OH:21])=O)[CH2:14][CH2:15][O:16]2)=[CH:11][CH:10]=1)[C:2]1[CH:7]=[CH:6][CH:5]=[CH:4][CH:3]=1.[CH3:22][N:23]([CH3:41])[C:24]1[CH:29]=[CH:28][C:27]([CH2:30][NH:31][C:32]2[CH:37]=[CH:36][C:35]([CH:38]([CH3:40])[CH3:39])=[CH:34][CH:33]=2)=[CH:26][CH:25]=1.